From a dataset of Peptide-MHC class I binding affinity with 185,985 pairs from IEDB/IMGT. Regression. Given a peptide amino acid sequence and an MHC pseudo amino acid sequence, predict their binding affinity value. This is MHC class I binding data. (1) The peptide sequence is YSLLNRKAI. The MHC is HLA-B40:01 with pseudo-sequence HLA-B40:01. The binding affinity (normalized) is 0.0847. (2) The peptide sequence is RGFAAPQFSLW. The MHC is Mamu-B52 with pseudo-sequence Mamu-B52. The binding affinity (normalized) is 1.00. (3) The peptide sequence is ALVEICTEMEK. The MHC is HLA-B54:01 with pseudo-sequence HLA-B54:01. The binding affinity (normalized) is 0. (4) The peptide sequence is MLGEETIKV. The MHC is HLA-A11:01 with pseudo-sequence HLA-A11:01. The binding affinity (normalized) is 0.0847. (5) The peptide sequence is KLSPLCITM. The MHC is HLA-A02:01 with pseudo-sequence HLA-A02:01. The binding affinity (normalized) is 0.599. (6) The peptide sequence is ILYNEYNFV. The MHC is HLA-A02:19 with pseudo-sequence HLA-A02:19. The binding affinity (normalized) is 0.936.